Task: Predict which catalyst facilitates the given reaction.. Dataset: Catalyst prediction with 721,799 reactions and 888 catalyst types from USPTO (1) Reactant: [CH3:1][N:2]([CH:4]([CH:7]1[CH2:16][CH2:15][C:10]2([O:14][CH2:13][CH2:12][O:11]2)[CH2:9][CH2:8]1)[C:5]#N)[CH3:3].C1COCC1.[F:22][C:23]1[CH:28]=[CH:27]C([Mg]Br)=[CH:25][CH:24]=1.[Cl-].[NH4+]. Product: [O:14]1[C:10]2([CH2:15][CH2:16][CH:7]([CH:4]([N:2]([CH3:3])[CH3:1])[C:5]3[CH:27]=[CH:28][C:23]([F:22])=[CH:24][CH:25]=3)[CH2:8][CH2:9]2)[O:11][CH2:12][CH2:13]1. The catalyst class is: 6. (2) Reactant: [Cl:1][C:2]1[CH:7]=[CH:6][C:5]([N+:8]([O-:10])=[O:9])=[CH:4][C:3]=1[C:11]1[NH:15][C:14]2[CH:16]=[CH:17][C:18]([C:20]#[N:21])=[CH:19][C:13]=2[N:12]=1.C(N(CC)CC)C.Cl.[NH2:30][OH:31]. Product: [Cl:1][C:2]1[CH:7]=[CH:6][C:5]([N+:8]([O-:10])=[O:9])=[CH:4][C:3]=1[C:11]1[NH:15][C:14]2[CH:16]=[CH:17][C:18]([C:20]([NH:30][OH:31])=[NH:21])=[CH:19][C:13]=2[N:12]=1. The catalyst class is: 40. (3) Reactant: [CH:1]1([N:4]([CH2:18][C:19]2[O:20][CH:21]=[C:22]([C:24](O)=[O:25])[N:23]=2)[S:5]([C:8]2[C:13]([CH3:14])=[CH:12][C:11]([O:15][CH3:16])=[CH:10][C:9]=2[CH3:17])(=[O:7])=[O:6])[CH2:3][CH2:2]1.C[CH2:28][N:29]=[C:30]=NCCCN(C)C.C1C=CC2N(O)N=NC=2C=1.Cl.Cl.[CH3:50][C:51]1([OH:66])[CH2:55][CH2:54][N:53]([CH2:56][C:57]2[CH:62]=[CH:61][CH:60]=[C:59](CNC)[CH:58]=2)[CH2:52]1. The catalyst class is: 2. Product: [CH:1]1([N:4]([CH2:18][C:19]2[O:20][CH:21]=[C:22]([C:24]([N:29]([CH2:30][C:60]3[CH:59]=[CH:58][C:57]([CH2:56][N:53]4[CH2:54][CH2:55][C:51]([OH:66])([CH3:50])[CH2:52]4)=[CH:62][CH:61]=3)[CH3:28])=[O:25])[N:23]=2)[S:5]([C:8]2[C:13]([CH3:14])=[CH:12][C:11]([O:15][CH3:16])=[CH:10][C:9]=2[CH3:17])(=[O:6])=[O:7])[CH2:3][CH2:2]1. (4) Reactant: [CH3:1][O:2][C:3]1[CH:16]=[CH:15][C:6]([O:7][C:8]2[CH:9]=[N:10][C:11]([OH:14])=[N:12][CH:13]=2)=[CH:5][CH:4]=1.[CH3:17][N:18]([C:22]1[CH:27]=[CH:26][CH:25]=[CH:24][CH:23]=1)[C:19](Cl)=[O:20].N12CCN(CC1)CC2.O. Product: [CH3:1][O:2][C:3]1[CH:16]=[CH:15][C:6]([O:7][C:8]2[CH:9]=[N:10][C:11]([O:14][C:19](=[O:20])[N:18]([CH3:17])[C:22]3[CH:27]=[CH:26][CH:25]=[CH:24][CH:23]=3)=[N:12][CH:13]=2)=[CH:5][CH:4]=1. The catalyst class is: 9. (5) Reactant: [C:1]12([CH2:11][C:12]([NH:14][C:15]3[CH:24]=[CH:23][CH:22]=[C:21]4[C:16]=3[CH:17]=[CH:18][O:19][C:20]4=O)=[O:13])[CH2:10][CH:5]3[CH2:6][CH:7]([CH2:9][CH:3]([CH2:4]3)[CH2:2]1)[CH2:8]2.[CH2:26]([CH2:28][NH2:29])[OH:27]. Product: [C:1]12([CH2:11][C:12]([NH:14][C:15]3[CH:24]=[CH:23][CH:22]=[C:21]4[C:16]=3[CH:17]=[CH:18][N:29]([CH2:28][CH2:26][OH:27])[C:20]4=[O:19])=[O:13])[CH2:10][CH:5]3[CH2:6][CH:7]([CH2:9][CH:3]([CH2:4]3)[CH2:2]1)[CH2:8]2. The catalyst class is: 413. (6) The catalyst class is: 34. Product: [Si:20]([O:10][CH2:9][CH2:8][NH:7][C:1]1[CH:6]=[CH:5][CH:4]=[CH:3][CH:2]=1)([C:17]([CH3:19])([CH3:18])[CH3:16])([CH3:22])[CH3:21]. Reactant: [C:1]1([NH:7][CH2:8][CH2:9][OH:10])[CH:6]=[CH:5][CH:4]=[CH:3][CH:2]=1.N1C=CN=C1.[CH3:16][C:17]([Si:20](Cl)([CH3:22])[CH3:21])([CH3:19])[CH3:18]. (7) Reactant: [CH2:1]([O:3][P:4](/[CH:9]=[CH:10]/[C:11]1[C:12]([O:22][CH2:23][C:24]2[CH:49]=[CH:48][C:27]([O:28][CH2:29][C:30]3[N:31]=[C:32]([C:36]4[CH:37]=[CH:38][C:39]([O:46][CH3:47])=[C:40]([CH:45]=4)[C:41]([O:43]C)=[O:42])[O:33][C:34]=3[CH3:35])=[C:26]([O:50][CH3:51])[CH:25]=2)=[N:13][N:14]([C:16]2[CH:21]=[CH:20][CH:19]=[CH:18][CH:17]=2)[CH:15]=1)([O:6][CH2:7][CH3:8])=[O:5])[CH3:2].O1CCCC1.[OH-].[Na+].Cl. Product: [CH2:7]([O:6][P:4](/[CH:9]=[CH:10]/[C:11]1[C:12]([O:22][CH2:23][C:24]2[CH:49]=[CH:48][C:27]([O:28][CH2:29][C:30]3[N:31]=[C:32]([C:36]4[CH:37]=[CH:38][C:39]([O:46][CH3:47])=[C:40]([CH:45]=4)[C:41]([OH:43])=[O:42])[O:33][C:34]=3[CH3:35])=[C:26]([O:50][CH3:51])[CH:25]=2)=[N:13][N:14]([C:16]2[CH:17]=[CH:18][CH:19]=[CH:20][CH:21]=2)[CH:15]=1)([O:3][CH2:1][CH3:2])=[O:5])[CH3:8]. The catalyst class is: 97.